This data is from Catalyst prediction with 721,799 reactions and 888 catalyst types from USPTO. The task is: Predict which catalyst facilitates the given reaction. Reactant: [Cl:1][C:2]1[CH:11]=[C:10]([CH:12]([NH:14][C:15]2[CH:20]=[C:19]([N:21]3[CH2:26][CH2:25][NH:24][CH2:23][CH2:22]3)[CH:18]=[CH:17][C:16]=2[S:27]([CH3:30])(=[O:29])=[O:28])[CH3:13])[C:5]2[O:6][CH2:7][CH2:8][O:9][C:4]=2[CH:3]=1.Cl. Product: [ClH:1].[Cl:1][C:2]1[CH:11]=[C:10]([CH:12]([NH:14][C:15]2[CH:20]=[C:19]([N:21]3[CH2:22][CH2:23][NH:24][CH2:25][CH2:26]3)[CH:18]=[CH:17][C:16]=2[S:27]([CH3:30])(=[O:29])=[O:28])[CH3:13])[C:5]2[O:6][CH2:7][CH2:8][O:9][C:4]=2[CH:3]=1. The catalyst class is: 268.